Dataset: Catalyst prediction with 721,799 reactions and 888 catalyst types from USPTO. Task: Predict which catalyst facilitates the given reaction. Reactant: [OH:1][C:2]1[CH:44]=[CH:43][C:5]([CH2:6][NH:7][C:8]2[N:13]=[C:12]([O:14][CH2:15][C:16]([F:19])([F:18])[F:17])[N:11]=[C:10]([NH:20][C:21]3[CH:42]=[CH:41][C:24]([C:25]([NH:27][CH2:28][C:29]([CH3:40])([CH3:39])[CH2:30][NH:31][C:32](=[O:38])[O:33][C:34]([CH3:37])([CH3:36])[CH3:35])=[O:26])=[CH:23][N:22]=3)[CH:9]=2)=[CH:4][CH:3]=1.[Br:45][CH2:46][CH2:47][CH2:48]Br.C([O-])([O-])=O.[K+].[K+]. Product: [Br:45][CH2:46][CH2:47][CH2:48][O:1][C:2]1[CH:44]=[CH:43][C:5]([CH2:6][NH:7][C:8]2[N:13]=[C:12]([O:14][CH2:15][C:16]([F:17])([F:18])[F:19])[N:11]=[C:10]([NH:20][C:21]3[CH:42]=[CH:41][C:24]([C:25]([NH:27][CH2:28][C:29]([CH3:39])([CH3:40])[CH2:30][NH:31][C:32](=[O:38])[O:33][C:34]([CH3:35])([CH3:36])[CH3:37])=[O:26])=[CH:23][N:22]=3)[CH:9]=2)=[CH:4][CH:3]=1. The catalyst class is: 692.